This data is from Catalyst prediction with 721,799 reactions and 888 catalyst types from USPTO. The task is: Predict which catalyst facilitates the given reaction. (1) Reactant: [CH3:1][O:2][C:3]1[CH:12]=[C:11]2[C:6]([CH:7]=[CH:8][C:9]([NH2:13])=[CH:10]2)=[CH:5][CH:4]=1.[C:14](O[C:14]([O:16][C:17]([CH3:20])([CH3:19])[CH3:18])=[O:15])([O:16][C:17]([CH3:20])([CH3:19])[CH3:18])=[O:15]. Product: [CH3:1][O:2][C:3]1[CH:12]=[C:11]2[C:6]([CH:7]=[CH:8][C:9]([NH:13][C:14](=[O:15])[O:16][C:17]([CH3:20])([CH3:19])[CH3:18])=[CH:10]2)=[CH:5][CH:4]=1. The catalyst class is: 1. (2) Reactant: [CH2:1]([C:3]1[NH:4][C:5]2[C:10]([C:11]=1[CH3:12])=[CH:9][C:8]([C:13]([O:15][CH2:16][CH3:17])=[O:14])=[CH:7][CH:6]=2)[CH3:2].[H-].[Na+].Br[CH2:21][C:22]1[CH:27]=[CH:26][C:25]([F:28])=[CH:24][CH:23]=1. Product: [CH2:1]([C:3]1[N:4]([CH2:21][C:22]2[CH:27]=[CH:26][C:25]([F:28])=[CH:24][CH:23]=2)[C:5]2[C:10]([C:11]=1[CH3:12])=[CH:9][C:8]([C:13]([O:15][CH2:16][CH3:17])=[O:14])=[CH:7][CH:6]=2)[CH3:2]. The catalyst class is: 9.